From a dataset of Catalyst prediction with 721,799 reactions and 888 catalyst types from USPTO. Predict which catalyst facilitates the given reaction. (1) Reactant: [Li+].C[Si]([N-][Si](C)(C)C)(C)C.[Br:11][C:12]1[CH:13]=[C:14]([CH2:18][C:19]([O:21][CH2:22][C:23]2[CH:28]=[CH:27][C:26]([O:29][CH3:30])=[CH:25][CH:24]=2)=[O:20])[CH:15]=[CH:16][CH:17]=1.Br[CH:32]([C:34]1[CH:43]=[CH:42][C:37]([C:38]([O:40][CH3:41])=[O:39])=[CH:36][CH:35]=1)[CH3:33]. Product: [Br:11][C:12]1[CH:13]=[C:14]([CH:18]([C:19]([O:21][CH2:22][C:23]2[CH:24]=[CH:25][C:26]([O:29][CH3:30])=[CH:27][CH:28]=2)=[O:20])[CH:32]([C:34]2[CH:43]=[CH:42][C:37]([C:38]([O:40][CH3:41])=[O:39])=[CH:36][CH:35]=2)[CH3:33])[CH:15]=[CH:16][CH:17]=1. The catalyst class is: 1. (2) Reactant: [Cl:1][C:2]1[CH:7]=[CH:6][C:5]([C:8]2[O:9][CH:10]=[C:11]([CH2:13]O)[N:12]=2)=[CH:4][C:3]=1[CH3:15].S(Cl)([Cl:18])=O. Product: [Cl:18][CH2:13][C:11]1[N:12]=[C:8]([C:5]2[CH:6]=[CH:7][C:2]([Cl:1])=[C:3]([CH3:15])[CH:4]=2)[O:9][CH:10]=1. The catalyst class is: 4. (3) Reactant: [CH2:1]([O:3][CH:4]([O:14][CH2:15][CH3:16])[CH2:5][NH:6][CH2:7][C:8]1[CH:13]=[CH:12][CH:11]=[CH:10][CH:9]=1)[CH3:2].C(N(CC)CC)C.Cl[CH2:25][CH2:26][S:27](Cl)(=[O:29])=[O:28]. Product: [CH2:7]([N:6]([CH2:5][CH:4]([O:3][CH2:1][CH3:2])[O:14][CH2:15][CH3:16])[S:27]([CH:26]=[CH2:25])(=[O:29])=[O:28])[C:8]1[CH:13]=[CH:12][CH:11]=[CH:10][CH:9]=1. The catalyst class is: 4. (4) Reactant: [CH3:1][CH:2]([C:7](=[O:10])[CH2:8][CH3:9])[C:3]([O:5][CH3:6])=[O:4].[H-].[Na+].[Li]CCCC.[N:18]1([C:24]2[CH:36]=[CH:35][C:27]3[CH:28]=[C:29](C(OC)=O)[O:30][C:26]=3[CH:25]=2)[CH2:23][CH2:22][O:21][CH2:20][CH2:19]1.[Cl-].[NH4+]. Product: [CH3:1][C:2]1[C:3](=[O:4])[O:5][C:6]([C:29]2[O:30][C:26]3[CH:25]=[C:24]([N:18]4[CH2:23][CH2:22][O:21][CH2:20][CH2:19]4)[CH:36]=[CH:35][C:27]=3[CH:28]=2)=[C:8]([CH3:9])[C:7]=1[OH:10]. The catalyst class is: 1.